Dataset: Reaction yield outcomes from USPTO patents with 853,638 reactions. Task: Predict the reaction yield, written as a fraction of the theoretical maximum amount of product (1.0 means a 100% yield; for example, 0.34 means a 34% yield). The reactants are Br[CH2:2][C:3]1[CH:8]=[CH:7][CH:6]=[C:5]([F:9])[C:4]=1[CH2:10]Br.[CH2:12]([NH2:19])[C:13]1[CH:18]=[CH:17][CH:16]=[CH:15][CH:14]=1.C([O-])([O-])=O.[K+].[K+].CCOC(C)=O. The product is [CH2:12]([N:19]1[CH2:10][C:4]2[C:3](=[CH:8][CH:7]=[CH:6][C:5]=2[F:9])[CH2:2]1)[C:13]1[CH:18]=[CH:17][CH:16]=[CH:15][CH:14]=1. The catalyst is C1(C)C=CC=CC=1. The yield is 0.379.